This data is from Catalyst prediction with 721,799 reactions and 888 catalyst types from USPTO. The task is: Predict which catalyst facilitates the given reaction. (1) Reactant: Cl[C:2]1[S:3][C:4](Cl)=[CH:5][C:6]=1[C:7]([O:9][CH3:10])=[O:8].[C:12]1(B(O)O)[CH:17]=[CH:16][CH:15]=[CH:14][CH:13]=1.C(=O)([O-])[O-].[Na+].[Na+]. Product: [C:12]1([C:2]2[S:3][C:4]([C:12]3[CH:17]=[CH:16][CH:15]=[CH:14][CH:13]=3)=[CH:5][C:6]=2[C:7]([O:9][CH3:10])=[O:8])[CH:17]=[CH:16][CH:15]=[CH:14][CH:13]=1. The catalyst class is: 104. (2) The catalyst class is: 332. Product: [CH3:2][O:14][C:15]1[CH:20]=[CH:19][C:18]([C:21]2[CH:30]=[C:29]([C:31]([C:7]3[CH:12]=[CH:11][CH:10]=[CH:9][N:8]=3)=[O:33])[C:24]3[C:23](=[CH:28][CH:27]=[CH:26][CH:25]=3)[N:22]=2)=[CH:17][CH:16]=1. Reactant: [Li][CH2:2]CCC.Br[C:7]1[CH:12]=[CH:11][CH:10]=[CH:9][N:8]=1.C[O:14][C:15]1[CH:20]=[CH:19][C:18]([C:21]2[CH:30]=[C:29]([C:31]([O:33]C)=O)[C:28]3[C:23](=[CH:24][CH:25]=[CH:26][CH:27]=3)[N:22]=2)=[CH:17][CH:16]=1. (3) Reactant: [CH2:1]([N:3]1[CH2:8][CH2:7][N:6]([C:9]2[C:18]3[C:13](=[CH:14][CH:15]=[CH:16][CH:17]=3)[CH:12]=[C:11]([C:19]3[CH:24]=[C:23]([F:25])[C:22]([O:26]CC4C=CC=CC=4)=[C:21]([F:34])[CH:20]=3)[N:10]=2)[CH2:5][CH2:4]1)[CH3:2].Cl. Product: [CH2:1]([N:3]1[CH2:8][CH2:7][N:6]([C:9]2[C:18]3[C:13](=[CH:14][CH:15]=[CH:16][CH:17]=3)[CH:12]=[C:11]([C:19]3[CH:24]=[C:23]([F:25])[C:22]([OH:26])=[C:21]([F:34])[CH:20]=3)[N:10]=2)[CH2:5][CH2:4]1)[CH3:2]. The catalyst class is: 19. (4) The catalyst class is: 24. Reactant: [C:1]1([S:7]([N:10]2[C:14]3=[N:15][CH:16]=[CH:17][CH:18]=[C:13]3[CH:12]=[C:11]2[C:19]([C:26]2[CH:27]=[N:28][C:29]([S:32][CH3:33])=[CH:30][CH:31]=2)=[CH:20][CH:21]2[CH2:25][CH2:24][CH2:23][CH2:22]2)(=[O:9])=[O:8])[CH:6]=[CH:5][CH:4]=[CH:3][CH:2]=1.I([O-])(=O)(=O)=[O:35].[Na+]. Product: [C:1]1([S:7]([N:10]2[C:14]3=[N:15][CH:16]=[CH:17][CH:18]=[C:13]3[CH:12]=[C:11]2[C:19]([C:26]2[CH:27]=[N:28][C:29]([S:32]([CH3:33])=[O:35])=[CH:30][CH:31]=2)=[CH:20][CH:21]2[CH2:22][CH2:23][CH2:24][CH2:25]2)(=[O:8])=[O:9])[CH:6]=[CH:5][CH:4]=[CH:3][CH:2]=1. (5) Product: [CH:15]1([C:13]2[N:6]=[C:5]([C:4]3[CH:8]=[CH:9][CH:10]=[C:2]([Cl:1])[CH:3]=3)[NH:7][CH:12]=2)[CH2:17][CH2:16]1. Reactant: [Cl:1][C:2]1[CH:3]=[C:4]([CH:8]=[CH:9][CH:10]=1)[C:5]([NH2:7])=[NH:6].Br[CH2:12][C:13]([CH:15]1[CH2:17][CH2:16]1)=O. The catalyst class is: 68. (6) Reactant: Cl[C:2]1[N:7]=[C:6]([NH:8][C@H:9]([CH2:13][CH3:14])[C:10]([NH2:12])=[O:11])[CH:5]=[N:4][C:3]=1[C:15]#[N:16].[C:17]1([C:23]2[CH:27]=[C:26]([NH2:28])[S:25][N:24]=2)[CH:22]=[CH:21][CH:20]=[CH:19][CH:18]=1.C([O-])([O-])=O.[K+].[K+].C1C=CC(P(C2C(C3C(P(C4C=CC=CC=4)C4C=CC=CC=4)=CC=C4C=3C=CC=C4)=C3C(C=CC=C3)=CC=2)C2C=CC=CC=2)=CC=1. Product: [C:15]([C:3]1[N:4]=[CH:5][C:6]([NH:8][C@H:9]([CH2:13][CH3:14])[C:10]([NH2:12])=[O:11])=[N:7][C:2]=1[NH:28][C:26]1[S:25][N:24]=[C:23]([C:17]2[CH:22]=[CH:21][CH:20]=[CH:19][CH:18]=2)[CH:27]=1)#[N:16]. The catalyst class is: 231. (7) Reactant: [C:1]([O:4][C@H:5]1[C@H:10]([O:11][C:12](=[O:14])[CH3:13])[C@@H:9]([CH2:15][O:16][C:17](=[O:19])[CH3:18])[O:8][C@@H:7]([O:20][C@@H:21]2[C@H:27]([O:28][CH2:29][C:30]3[CH:35]=[CH:34][CH:33]=[CH:32][CH:31]=3)[C@@H:26]([O:36][CH2:37][C:38]3[CH:43]=[CH:42][CH:41]=[CH:40][CH:39]=3)[C@H:25]([CH3:44])[O:24][C@H:22]2[OH:23])[C@@H:6]1[NH:45][C:46](=[O:51])[C:47]([Cl:50])([Cl:49])[Cl:48])(=[O:3])[CH3:2].[Cl:52][C:53]([Cl:57])([Cl:56])[C:54]#[N:55].C1CCN2C(=NCCC2)CC1. Product: [Cl:52][C:53]([Cl:57])([Cl:56])[C:54]([O:23][C@@H:22]1[O:24][C@@H:25]([CH3:44])[C@H:26]([O:36][CH2:37][C:38]2[CH:39]=[CH:40][CH:41]=[CH:42][CH:43]=2)[C@@H:27]([O:28][CH2:29][C:30]2[CH:35]=[CH:34][CH:33]=[CH:32][CH:31]=2)[C@H:21]1[O:20][C@@H:7]1[O:8][C@H:9]([CH2:15][O:16][C:17](=[O:19])[CH3:18])[C@@H:10]([O:11][C:12](=[O:14])[CH3:13])[C@H:5]([O:4][C:1](=[O:3])[CH3:2])[C@H:6]1[NH:45][C:46](=[O:51])[C:47]([Cl:50])([Cl:49])[Cl:48])=[NH:55]. The catalyst class is: 2. (8) Reactant: [ClH:1].[Br:2][C:3]1[CH:4]=[C:5]2[C:10](=[CH:11][CH:12]=1)[CH:9]=[N+:8]([O-])[CH:7]=[CH:6]2. Product: [Br:2][C:3]1[CH:4]=[C:5]2[C:10](=[CH:11][CH:12]=1)[C:9]([Cl:1])=[N:8][CH:7]=[CH:6]2. The catalyst class is: 286.